The task is: Predict the product of the given reaction.. This data is from Forward reaction prediction with 1.9M reactions from USPTO patents (1976-2016). (1) Given the reactants [F:1][C:2]1[C:10]([O:11][CH3:12])=[CH:9][CH:8]=[CH:7][C:3]=1[CH:4]=[N:5]O.[ClH:13].C(O)C, predict the reaction product. The product is: [ClH:13].[F:1][C:2]1[C:10]([O:11][CH3:12])=[CH:9][CH:8]=[CH:7][C:3]=1[CH2:4][NH2:5]. (2) Given the reactants [C:1]([C:3]1[CH:11]=[CH:10][C:6]([C:7]([OH:9])=O)=[CH:5][CH:4]=1)#[N:2].CN(C(ON1N=NC2C=CC=CC1=2)=[N+](C)C)C.[B-](F)(F)(F)F.C(NC(C)C)(C)C.[NH2:41][C:42]1[CH:47]=[CH:46][C:45]([C:48]2[CH:49]([CH3:55])[CH2:50][C:51](=[O:54])[NH:52][N:53]=2)=[CH:44][C:43]=1[OH:56], predict the reaction product. The product is: [C:1]([C:3]1[CH:4]=[CH:5][C:6]([C:7]([NH:41][C:42]2[CH:47]=[CH:46][C:45]([C:48]3[CH:49]([CH3:55])[CH2:50][C:51](=[O:54])[NH:52][N:53]=3)=[CH:44][C:43]=2[OH:56])=[O:9])=[CH:10][CH:11]=1)#[N:2]. (3) Given the reactants C1[C:6]([C:7]([OH:9])=[O:8])=C[C:6]2[C:7]([O:9]C(=O)C=2C=1)=[O:8].[C:15]([OH:18])(=[O:17])[CH3:16].[C:19]([OH:22])(=[O:21])[CH3:20].[C:23]([OH:26])(=[O:25])[CH3:24].[C:27]([OH:30])(=[O:29])[CH3:28].C(O)(=O)C.[N+]([C:38]1[N:39]=[C:40]([NH2:56])[C:41]2[N:42]=[CH:43][N:44]([C:54]=2[N:55]=1)[C@@H:45]1[O:53][C@H:50]([CH2:51][OH:52])[C@@H:48]([OH:49])[C@H:46]1[OH:47])([O-])=O, predict the reaction product. The product is: [C:7]([OH:9])(=[O:8])[CH3:6].[C:15]([OH:18])(=[O:17])[CH3:16].[C:19]([OH:22])(=[O:21])[CH3:20].[C:23]([OH:26])(=[O:25])[CH3:24].[C:27]([OH:30])(=[O:29])[CH3:28].[C@@H:45]1([N:44]2[C:54]3[N:55]=[CH:38][N:39]=[C:40]([NH2:56])[C:41]=3[N:42]=[CH:43]2)[O:53][C@H:50]([CH2:51][OH:52])[C@@H:48]([OH:49])[C@H:46]1[OH:47].